This data is from Reaction yield outcomes from USPTO patents with 853,638 reactions. The task is: Predict the reaction yield, written as a fraction of the theoretical maximum amount of product (1.0 means a 100% yield; for example, 0.34 means a 34% yield). (1) The reactants are Cl[C:2]1[C:11]([C:12]([OH:14])=[O:13])=[CH:10][C:9]2[C:4](=[CH:5][CH:6]=[C:7]([Cl:15])[CH:8]=2)[N:3]=1.[F:16][C:17]1[CH:28]=[CH:27][C:20]([CH2:21][CH:22]([C:24]([OH:26])=[O:25])[NH2:23])=[CH:19][CH:18]=1. No catalyst specified. The product is [C:24]([CH:22]([NH:23][C:2]1[C:11]([C:12]([OH:14])=[O:13])=[CH:10][C:9]2[C:4](=[CH:5][CH:6]=[C:7]([Cl:15])[CH:8]=2)[N:3]=1)[CH2:21][C:20]1[CH:27]=[CH:28][C:17]([F:16])=[CH:18][CH:19]=1)([OH:26])=[O:25]. The yield is 0.800. (2) The reactants are [CH3:1][O:2][CH2:3][CH2:4][O:5][C:6]1[CH:11]=[CH:10][C:9]([NH:12][C:13]2[N:14]=[CH:15][C:16]3[N:21](COCC[Si](C)(C)C)[N:20]=[C:19]([C:30]4[CH:31]=[C:32]([NH:36][C:37](=[O:40])[CH:38]=[CH2:39])[CH:33]=[CH:34][CH:35]=4)[C:17]=3[N:18]=2)=[CH:8][CH:7]=1. The catalyst is CCCC[N+](CCCC)(CCCC)CCCC.[F-].C1COCC1. The product is [CH3:1][O:2][CH2:3][CH2:4][O:5][C:6]1[CH:11]=[CH:10][C:9]([NH:12][C:13]2[N:14]=[CH:15][C:16]3[NH:21][N:20]=[C:19]([C:30]4[CH:31]=[C:32]([NH:36][C:37](=[O:40])[CH:38]=[CH2:39])[CH:33]=[CH:34][CH:35]=4)[C:17]=3[N:18]=2)=[CH:8][CH:7]=1. The yield is 0.460. (3) The reactants are [Cl:1][C:2]([Cl:7])([Cl:6])[C:3](Cl)=[O:4].[CH3:8][C:9]1[CH:13]=[CH:12][NH:11][CH:10]=1. The catalyst is C(OCC)C. The product is [Cl:1][C:2]([Cl:7])([Cl:6])[C:3]([C:12]1[NH:11][CH:10]=[C:9]([CH3:8])[CH:13]=1)=[O:4]. The yield is 0.550. (4) The reactants are [C:1]([O:5][C:6]([N:8]1[CH2:11][CH:10]([CH2:12]OS(C)(=O)=O)[CH2:9]1)=[O:7])([CH3:4])([CH3:3])[CH3:2].[NH:18]1[CH2:23][CH2:22][CH2:21][CH2:20][CH2:19]1. The catalyst is C1(C)C=CC=CC=1. The product is [C:1]([O:5][C:6]([N:8]1[CH2:11][CH:10]([CH2:12][N:18]2[CH2:23][CH2:22][CH2:21][CH2:20][CH2:19]2)[CH2:9]1)=[O:7])([CH3:4])([CH3:3])[CH3:2]. The yield is 0.500. (5) The reactants are [Cl:1][C:2]1[N:3]=[C:4](Cl)[C:5]2[O:11][CH2:10][CH2:9][CH2:8][C:6]=2[N:7]=1.C(N(C(C)C)CC)(C)C.[NH:22]1[CH2:27][CH2:26][O:25][CH2:24][CH2:23]1.O. The catalyst is CN(C)C=O. The product is [Cl:1][C:2]1[N:3]=[C:4]([N:22]2[CH2:27][CH2:26][O:25][CH2:24][CH2:23]2)[C:5]2[O:11][CH2:10][CH2:9][CH2:8][C:6]=2[N:7]=1. The yield is 0.720. (6) The reactants are [Br:1][C:2]1[CH:3]=[C:4]([NH:10][C:11]2[N:16]=[CH:15][C:14]([N:17]3[CH:22]4[CH2:23][CH2:24][CH:18]3[CH2:19][N:20](C(OC(C)(C)C)=O)[CH2:21]4)=[CH:13][CH:12]=2)[C:5](=[O:9])[N:6]([CH3:8])[CH:7]=1. The catalyst is Cl.O1CCOCC1. The product is [CH:18]12[N:17]([C:14]3[CH:13]=[CH:12][C:11]([NH:10][C:4]4[C:5](=[O:9])[N:6]([CH3:8])[CH:7]=[C:2]([Br:1])[CH:3]=4)=[N:16][CH:15]=3)[CH:22]([CH2:23][CH2:24]1)[CH2:21][NH:20][CH2:19]2. The yield is 0.980. (7) The reactants are [F:1][C:2]1[CH:3]=[C:4]2[C:8](=[CH:9][CH:10]=1)[NH:7][C:6](=[O:11])[CH2:5]2.C[Si]([N-][Si](C)(C)C)(C)C.[Li+].[CH3:22][O:23][CH:24]([O:36][CH3:37])[CH2:25][C:26]1[N:31]=[C:30]2[CH2:32][O:33][C:34](=O)[C:29]2=[CH:28][CH:27]=1.OS(O)(=O)=O. The catalyst is C1COCC1. The product is [CH3:37][O:36][CH:24]([O:23][CH3:22])[CH2:25][C:26]1[N:31]=[C:30]2[CH2:32][O:33][C:34](=[C:5]3[C:4]4[C:8](=[CH:9][CH:10]=[C:2]([F:1])[CH:3]=4)[NH:7][C:6]3=[O:11])[C:29]2=[CH:28][CH:27]=1. The yield is 0.460.